Dataset: Forward reaction prediction with 1.9M reactions from USPTO patents (1976-2016). Task: Predict the product of the given reaction. (1) Given the reactants [Cl:1][C:2]1[N:3]=[CH:4][C:5]2[CH:10]=[C:9]([C:11]([OH:13])=[O:12])[N:8]([CH:14]([CH2:17][CH3:18])[CH2:15][CH3:16])[C:6]=2[N:7]=1.[CH3:19][Si](C=[N+]=[N-])(C)C, predict the reaction product. The product is: [CH3:19][O:12][C:11]([C:9]1[N:8]([CH:14]([CH2:17][CH3:18])[CH2:15][CH3:16])[C:6]2[N:7]=[C:2]([Cl:1])[N:3]=[CH:4][C:5]=2[CH:10]=1)=[O:13]. (2) Given the reactants [CH:1]1([S:4][C:5]2[CH:13]=[CH:12][C:8]([C:9]([NH2:11])=O)=[CH:7][CH:6]=2)[CH2:3][CH2:2]1.[H-].[Al+3].[Li+].[H-].[H-].[H-].O, predict the reaction product. The product is: [CH:1]1([S:4][C:5]2[CH:13]=[CH:12][C:8]([CH2:9][NH2:11])=[CH:7][CH:6]=2)[CH2:2][CH2:3]1.